Task: Predict which catalyst facilitates the given reaction.. Dataset: Catalyst prediction with 721,799 reactions and 888 catalyst types from USPTO Reactant: Cl.[CH3:2][N:3]([CH3:33])[C:4]1([C:27]2[CH:32]=[CH:31][CH:30]=[CH:29][CH:28]=2)[CH2:9][CH2:8][CH:7]([CH2:10][CH2:11][NH:12][C:13]([NH:15][CH2:16][CH2:17][C:18]2[C:26]3[C:21](=[CH:22][CH:23]=[CH:24][CH:25]=3)[NH:20][CH:19]=2)=[S:14])[CH2:6][CH2:5]1.C[Si](C)(C)[Cl:36]. Product: [ClH:36].[CH3:33][N:3]([CH3:2])[C:4]1([C:27]2[CH:28]=[CH:29][CH:30]=[CH:31][CH:32]=2)[CH2:9][CH2:8][CH:7]([CH2:10][CH2:11][NH:12][C:13]([NH:15][CH2:16][CH2:17][C:18]2[C:26]3[C:21](=[CH:22][CH:23]=[CH:24][CH:25]=3)[NH:20][CH:19]=2)=[S:14])[CH2:6][CH2:5]1. The catalyst class is: 573.